From a dataset of Forward reaction prediction with 1.9M reactions from USPTO patents (1976-2016). Predict the product of the given reaction. The product is: [Cl:1][C:2]1[CH:9]=[CH:8][C:5]([CH:6]([OH:7])[C:10]#[CH:11])=[CH:4][CH:3]=1. Given the reactants [Cl:1][C:2]1[CH:9]=[CH:8][C:5]([CH:6]=[O:7])=[CH:4][CH:3]=1.[C:10]([Mg]Br)#[CH:11].N.O, predict the reaction product.